From a dataset of Full USPTO retrosynthesis dataset with 1.9M reactions from patents (1976-2016). Predict the reactants needed to synthesize the given product. (1) The reactants are: C(=O)([O-])[O-].[Na+].[Na+].O.CC1(C)C(C)(C)OB([C:16]2[CH:17]=[C:18]3[C:23](=[CH:24][CH:25]=2)[O:22][CH2:21][CH2:20][CH2:19]3)O1.Br[C:28]1[N:29]([CH3:45])[C:30]2[C:35]([C:36]=1[CH:37]([CH2:42][CH2:43][CH3:44])[C:38]([O:40][CH3:41])=[O:39])=[CH:34][CH:33]=[CH:32][CH:31]=2. Given the product [O:22]1[C:23]2[CH:24]=[CH:25][C:16]([C:28]3[N:29]([CH3:45])[C:30]4[C:35]([C:36]=3[CH:37]([CH2:42][CH2:43][CH3:44])[C:38]([O:40][CH3:41])=[O:39])=[CH:34][CH:33]=[CH:32][CH:31]=4)=[CH:17][C:18]=2[CH2:19][CH2:20][CH2:21]1, predict the reactants needed to synthesize it. (2) Given the product [C:59]([C:61]1[CH:69]=[C:68]([CH3:70])[C:64]([C:6]([NH:7][CH2:8][CH2:9][C@H:10]([N:12]2[CH2:13][CH2:14][CH:15]([N:18]([CH2:27][C:28]3[CH:33]=[CH:32][CH:31]=[C:30]([C:34]#[N:35])[N:29]=3)[C:19]3[CH:24]=[CH:23][C:22]([O:25][CH3:26])=[CH:21][CH:20]=3)[CH2:16][CH2:17]2)[CH3:11])=[O:36])=[C:63]([CH3:71])[N:62]=1)#[N:60], predict the reactants needed to synthesize it. The reactants are: C(O[C:6](=[O:36])[NH:7][CH2:8][CH2:9][C@H:10]([N:12]1[CH2:17][CH2:16][CH:15]([N:18]([CH2:27][C:28]2[CH:33]=[CH:32][CH:31]=[C:30]([C:34]#[N:35])[N:29]=2)[C:19]2[CH:24]=[CH:23][C:22]([O:25][CH3:26])=[CH:21][CH:20]=2)[CH2:14][CH2:13]1)[CH3:11])(C)(C)C.CCN=C=NCCCN(C)C.C1C=CC2N(O)N=NC=2C=1.Cl.[C:59]([C:61]1[CH:69]=[C:68]([CH3:70])[C:64](C(O)=O)=[C:63]([CH3:71])[N:62]=1)#[N:60].CCN(C(C)C)C(C)C. (3) Given the product [CH2:1]([O:3][C:4]([C:6]1[C:11]([Br:12])=[CH:10][CH:9]=[C:8]([O:23][C:20]2[CH:21]=[CH:22][C:15]([Br:14])=[C:16]([CH:17]=[O:18])[CH:19]=2)[N:7]=1)=[O:5])[CH3:2], predict the reactants needed to synthesize it. The reactants are: [CH2:1]([O:3][C:4]([C:6]1[C:11]([Br:12])=[CH:10][CH:9]=[C:8](Cl)[N:7]=1)=[O:5])[CH3:2].[Br:14][C:15]1[CH:22]=[CH:21][C:20]([OH:23])=[CH:19][C:16]=1[CH:17]=[O:18].C(=O)([O-])[O-].[Cs+].[Cs+]. (4) Given the product [CH3:25][C:23]1[CH:22]=[CH:21][N:20]=[C:19]([C:3]2[CH:2]=[N:1][CH:6]=[CH:5][CH:4]=2)[CH:24]=1, predict the reactants needed to synthesize it. The reactants are: [N:1]1[CH:6]=[CH:5][CH:4]=[C:3](B(O)O)[CH:2]=1.P([O-])([O-])([O-])=O.[K+].[K+].[K+].Cl[C:19]1[CH:24]=[C:23]([CH3:25])[CH:22]=[CH:21][N:20]=1.CCOC(C)=O. (5) Given the product [CH3:14][O:15][C:2]1[C:3]([C:4]#[N:5])=[CH:6][CH:7]=[C:8]([C:10]([F:13])([F:12])[F:11])[N:9]=1, predict the reactants needed to synthesize it. The reactants are: Cl[C:2]1[N:9]=[C:8]([C:10]([F:13])([F:12])[F:11])[CH:7]=[CH:6][C:3]=1[C:4]#[N:5].[CH3:14][O-:15].[Na+]. (6) Given the product [F:26][C:27]1[CH:32]=[CH:31][C:30]([C:9]2[C:7]3=[N:8][C:3]([C:1]#[N:2])=[CH:4][CH:5]=[C:6]3[NH:11][C:10]=2[C:19]2[CH:20]=[CH:21][N:22]=[CH:23][CH:24]=2)=[CH:29][CH:28]=1, predict the reactants needed to synthesize it. The reactants are: [C:1]([C:3]1[N:8]=[C:7]2[C:9](I)=[C:10]([C:19]3[CH:24]=[CH:23][N:22]=[CH:21][CH:20]=3)[N:11](C(OC(C)(C)C)=O)[C:6]2=[CH:5][CH:4]=1)#[N:2].[F:26][C:27]1[CH:32]=[CH:31][C:30](B(O)O)=[CH:29][CH:28]=1.C([O-])([O-])=O.[K+].[K+].Cl.[OH-].[Na+]. (7) Given the product [NH:28]1[C:36]2[C:31](=[CH:32][CH:33]=[CH:34][CH:35]=2)[C:30]([CH:7]2[C:8]3[C:13](=[CH:12][CH:11]=[CH:10][CH:9]=3)[C:14]3[CH:1]=[CH:2][CH:3]=[CH:4][C:5]=3[N:6]2[C:20]([C:19]2[CH:23]=[CH:24][CH:25]=[C:17]([C:16]([F:27])([F:26])[F:15])[CH:18]=2)=[O:21])=[CH:29]1, predict the reactants needed to synthesize it. The reactants are: [CH:1]1[C:14]2[C:5](=[N:6][CH:7]=[C:8]3[C:13]=2[CH:12]=[CH:11][CH:10]=[CH:9]3)[CH:4]=[CH:3][CH:2]=1.[F:15][C:16]([F:27])([F:26])[C:17]1[CH:18]=[C:19]([CH:23]=[CH:24][CH:25]=1)[C:20](Cl)=[O:21].[NH:28]1[C:36]2[C:31](=[CH:32][CH:33]=[CH:34][CH:35]=2)[CH:30]=[CH:29]1. (8) Given the product [Cl:1][C:2]1[CH:7]=[CH:6][CH:5]=[CH:4][C:3]=1[C:8]1[C:14]2[CH:15]=[C:16]([C:28]#[N:29])[C:17]([O:19][CH2:20][CH2:21][N:22]([CH2:24][CH2:25][O:26][CH3:27])[CH3:23])=[CH:18][C:13]=2[NH:12][C:11](=[S:40])[CH2:10][N:9]=1, predict the reactants needed to synthesize it. The reactants are: [Cl:1][C:2]1[CH:7]=[CH:6][CH:5]=[CH:4][C:3]=1[C:8]1[C:14]2[CH:15]=[C:16]([C:28]#[N:29])[C:17]([O:19][CH2:20][CH2:21][N:22]([CH2:24][CH2:25][O:26][CH3:27])[CH3:23])=[CH:18][C:13]=2[NH:12][C:11](=O)[CH2:10][N:9]=1.COC1C=CC(P2(SP(C3C=CC(OC)=CC=3)(=S)S2)=[S:40])=CC=1. (9) Given the product [Br:25][C:26]1[CH:27]=[CH:28][C:29]([C@H:32]([C:40]2[CH:45]=[CH:44][CH:43]=[CH:42][C:41]=2[CH3:46])[CH2:33][C:34]([C:21]2[N+:20]([O-:24])=[N:19][C:18]([O:17][CH3:16])=[CH:23][CH:22]=2)=[O:35])=[CH:30][CH:31]=1, predict the reactants needed to synthesize it. The reactants are: CC1(C)CCCC(C)(C)N1.C([Li])CCC.[CH3:16][O:17][C:18]1[N:19]=[N+:20]([O-:24])[CH:21]=[CH:22][CH:23]=1.[Br:25][C:26]1[CH:31]=[CH:30][C:29]([C@H:32]([C:40]2[CH:45]=[CH:44][CH:43]=[CH:42][C:41]=2[CH3:46])[CH2:33][C:34](N(OC)C)=[O:35])=[CH:28][CH:27]=1.[Cl-].[NH4+].